Task: Predict the product of the given reaction.. Dataset: Forward reaction prediction with 1.9M reactions from USPTO patents (1976-2016) (1) Given the reactants CO[C:3]1[CH:8]=[CH:7][C:6]([C@@H:9]([N:11]([CH2:22][C:23]2[N:24]=[C:25]3[CH:30]=[CH:29][CH:28]=[C:27]([N:31]4[CH2:36][CH2:35][N:34]([CH3:37])[CH2:33][CH2:32]4)[N:26]3[CH:38]=2)[C@@H:12]2[C:21]3[N:20]=[CH:19][CH:18]=[CH:17][C:16]=3[CH2:15][CH2:14][CH2:13]2)C)=[CH:5][CH:4]=1.[F:39]C1C=C(C=CC=1)C=O, predict the reaction product. The product is: [F:39][C:4]1[CH:5]=[C:6]([CH2:9][N:11]([CH2:22][C:23]2[N:24]=[C:25]3[CH:30]=[CH:29][CH:28]=[C:27]([N:31]4[CH2:36][CH2:35][N:34]([CH3:37])[CH2:33][CH2:32]4)[N:26]3[CH:38]=2)[C@@H:12]2[C:21]3[N:20]=[CH:19][CH:18]=[CH:17][C:16]=3[CH2:15][CH2:14][CH2:13]2)[CH:7]=[CH:8][CH:3]=1. (2) Given the reactants Cl[C:2]1[C:3]([C:15]([OH:17])=[O:16])=[N:4][N:5]([C:9]2[CH:14]=[CH:13][CH:12]=[CH:11][CH:10]=2)[C:6](=[O:8])[CH:7]=1, predict the reaction product. The product is: [O:8]=[C:6]1[N:5]([C:9]2[CH:14]=[CH:13][CH:12]=[CH:11][CH:10]=2)[N:4]=[C:3]([C:15]([OH:17])=[O:16])[CH:2]=[CH:7]1. (3) Given the reactants [C:1]([O:4][CH2:5][C:6]([CH3:36])([CH3:35])[CH2:7][N:8]1[C:14]2[CH:15]=[CH:16][C:17]([Cl:19])=[CH:18][C:13]=2[C@@H:12]([C:20]2[CH:25]=[CH:24][CH:23]=[C:22]([O:26][CH3:27])[C:21]=2[O:28][CH3:29])[O:11][C@H:10]([CH2:30][C:31](O)=[O:32])[C:9]1=[O:34])(=[O:3])[CH3:2].S(Cl)(Cl)=O.[NH2:41][C:42]1[CH:52]=[CH:51][C:45]([C:46]([O:48][CH2:49][CH3:50])=[O:47])=[CH:44][CH:43]=1.C(N(CC)CC)C, predict the reaction product. The product is: [C:1]([O:4][CH2:5][C:6]([CH3:35])([CH3:36])[CH2:7][N:8]1[C:14]2[CH:15]=[CH:16][C:17]([Cl:19])=[CH:18][C:13]=2[C@@H:12]([C:20]2[CH:25]=[CH:24][CH:23]=[C:22]([O:26][CH3:27])[C:21]=2[O:28][CH3:29])[O:11][C@H:10]([CH2:30][C:31]([NH:41][C:42]2[CH:43]=[CH:44][C:45]([C:46]([O:48][CH2:49][CH3:50])=[O:47])=[CH:51][CH:52]=2)=[O:32])[C:9]1=[O:34])(=[O:3])[CH3:2]. (4) The product is: [Cl:1][C:2]1[C:3]([S:32](=[N:34][C:35](=[O:42])[C:36]2[CH:41]=[CH:40][CH:39]=[CH:38][CH:37]=2)([NH2:44])=[O:33])=[N:4][CH:5]=[C:6]([C:17]([N:19]2[CH2:20][CH2:21][CH:22]([C:25]3[CH:30]=[CH:29][C:28]([F:31])=[CH:27][CH:26]=3)[CH2:23][CH2:24]2)=[O:18])[C:7]=1[NH:8][C:9]1[CH:14]=[CH:13][C:12]([F:15])=[CH:11][C:10]=1[CH3:16]. Given the reactants [Cl:1][C:2]1[C:3]([S:32]([NH:34][C:35](=[O:42])[C:36]2[CH:41]=[CH:40][CH:39]=[CH:38][CH:37]=2)=[O:33])=[N:4][CH:5]=[C:6]([C:17]([N:19]2[CH2:24][CH2:23][CH:22]([C:25]3[CH:30]=[CH:29][C:28]([F:31])=[CH:27][CH:26]=3)[CH2:21][CH2:20]2)=[O:18])[C:7]=1[NH:8][C:9]1[CH:14]=[CH:13][C:12]([F:15])=[CH:11][C:10]=1[CH3:16].Cl[N:44]1C(=O)CCC1=O.O, predict the reaction product. (5) Given the reactants [CH2:1]([O:8][C:9]([C@@H:11]([NH:13][C:14]([C@@H:16]1[CH2:21][CH2:20][CH2:19][CH2:18][N:17]1C(OC(C)(C)C)=O)=[O:15])[CH3:12])=[O:10])[C:2]1[CH:7]=[CH:6][CH:5]=[CH:4][CH:3]=1.[ClH:29], predict the reaction product. The product is: [Cl-:29].[CH2:1]([O:8][C:9]([C@@H:11]([NH:13][C:14]([C@@H:16]1[CH2:21][CH2:20][CH2:19][CH2:18][NH2+:17]1)=[O:15])[CH3:12])=[O:10])[C:2]1[CH:3]=[CH:4][CH:5]=[CH:6][CH:7]=1. (6) The product is: [P:4]([C:9]1[CH:14]=[C:13]([Br:15])[CH:12]=[CH:11][C:10]=1[NH:16][C:17]([NH:19][C:20]1[CH:25]=[CH:24][CH:23]=[C:22]([C:26]([F:29])([F:27])[F:28])[CH:21]=1)=[O:18])([OH:6])([OH:5])=[O:3]. Given the reactants C([O:3][P:4]([C:9]1[CH:14]=[C:13]([Br:15])[CH:12]=[CH:11][C:10]=1[NH:16][C:17]([NH:19][C:20]1[CH:25]=[CH:24][CH:23]=[C:22]([C:26]([F:29])([F:28])[F:27])[CH:21]=1)=[O:18])([O:6]CC)=[O:5])C.Br[Si](C)(C)C, predict the reaction product. (7) Given the reactants [F:1][C:2]([F:15])([F:14])[S:3]([O:6]S(C(F)(F)F)(=O)=O)(=[O:5])=[O:4].[C:16]([NH:20][C:21]([C:23]1[CH:27]=[C:26]([C:28]2[CH:33]=[CH:32][C:31](O)=[CH:30][N:29]=2)[N:25]([C:35]2[CH:36]=[N:37][C:38]([O:41][CH3:42])=[CH:39][CH:40]=2)[N:24]=1)=[O:22])([CH3:19])([CH3:18])[CH3:17].N1C=CC=CC=1.O, predict the reaction product. The product is: [F:1][C:2]([F:15])([F:14])[S:3]([O:6][C:31]1[CH:30]=[N:29][C:28]([C:26]2[N:25]([C:35]3[CH:36]=[N:37][C:38]([O:41][CH3:42])=[CH:39][CH:40]=3)[N:24]=[C:23]([C:21](=[O:22])[NH:20][C:16]([CH3:19])([CH3:18])[CH3:17])[CH:27]=2)=[CH:33][CH:32]=1)(=[O:5])=[O:4]. (8) Given the reactants [F:1][C:2]1[CH:11]=[CH:10][CH:9]=[C:8]2[C:3]=1[C:4]([CH2:19][C:20]([NH2:22])=[O:21])=[N:5][C:6]([N:12]1[CH2:17][CH2:16][N:15]([CH3:18])[CH2:14][CH2:13]1)=[N:7]2.C[O:24][C:25](=O)[C:26]([C:28]1[C:29]2[S:42][CH:41]=[CH:40][C:30]=2[N:31](C(OC(C)(C)C)=O)[CH:32]=1)=O.CC([O-])(C)C.[K+], predict the reaction product. The product is: [F:1][C:2]1[CH:11]=[CH:10][CH:9]=[C:8]2[C:3]=1[C:4]([C:19]1[C:20](=[O:21])[NH:22][C:25](=[O:24])[C:26]=1[C:28]1[C:29]3[S:42][CH:41]=[CH:40][C:30]=3[NH:31][CH:32]=1)=[N:5][C:6]([N:12]1[CH2:17][CH2:16][N:15]([CH3:18])[CH2:14][CH2:13]1)=[N:7]2.